Predict which catalyst facilitates the given reaction. From a dataset of Catalyst prediction with 721,799 reactions and 888 catalyst types from USPTO. (1) The catalyst class is: 6. Reactant: [Cl:1][C:2]1[N:3]=[CH:4][C:5]2[NH:11][C:10](=[O:12])[CH2:9][CH2:8][N:7]([CH:13]([CH3:15])[CH3:14])[C:6]=2[N:16]=1.[CH3:17]N(C)C(=O)C.IC.[H-].[Na+]. Product: [Cl:1][C:2]1[N:3]=[CH:4][C:5]2[N:11]([CH3:17])[C:10](=[O:12])[CH2:9][CH2:8][N:7]([CH:13]([CH3:14])[CH3:15])[C:6]=2[N:16]=1. (2) Reactant: [OH:1][C:2]1[CH:3]=[CH:4][C:5]([CH3:8])=[N:6][CH:7]=1.N1C=CC=CC=1.[F:15][C:16]([F:29])([F:28])[S:17](O[S:17]([C:16]([F:29])([F:28])[F:15])(=[O:19])=[O:18])(=[O:19])=[O:18].C([O-])(=O)C.[NH4+]. Product: [F:15][C:16]([F:29])([F:28])[S:17]([O:1][C:2]1[CH:7]=[N:6][C:5]([CH3:8])=[CH:4][CH:3]=1)(=[O:19])=[O:18]. The catalyst class is: 4. (3) Reactant: [Br:1][C:2]1[CH:3]=[C:4]([CH:7]=[C:8]([O:10][CH3:11])[CH:9]=1)[C:5]#[N:6].B. Product: [Br:1][C:2]1[CH:3]=[C:4]([CH2:5][NH2:6])[CH:7]=[C:8]([O:10][CH3:11])[CH:9]=1. The catalyst class is: 7. (4) Reactant: [CH2:1]([O:8][C:9]1[CH:18]=[C:17]2[C:12]([C:13]([O:19][C:20]3[CH:26]=[CH:25][C:23]([NH2:24])=[C:22]([Cl:27])[CH:21]=3)=[CH:14][CH:15]=[N:16]2)=[CH:11][C:10]=1[O:28][CH3:29])[C:2]1[CH:7]=[CH:6][CH:5]=[CH:4][CH:3]=1.[F:30][C:31]1[CH:36]=[C:35]([F:37])[CH:34]=[CH:33][C:32]=1[N:38]=[C:39]=[O:40]. Product: [CH2:1]([O:8][C:9]1[CH:18]=[C:17]2[C:12]([C:13]([O:19][C:20]3[CH:26]=[CH:25][C:23]([NH:24][C:39]([NH:38][C:32]4[CH:33]=[CH:34][C:35]([F:37])=[CH:36][C:31]=4[F:30])=[O:40])=[C:22]([Cl:27])[CH:21]=3)=[CH:14][CH:15]=[N:16]2)=[CH:11][C:10]=1[O:28][CH3:29])[C:2]1[CH:7]=[CH:6][CH:5]=[CH:4][CH:3]=1. The catalyst class is: 22. (5) Product: [NH2:8][CH2:9][C:10]1[CH:11]=[C:12]([C:16]2[N:21]=[C:20]([C:22]([NH:24][C:25]3[CH:30]=[CH:29][CH:28]=[CH:27][C:26]=3[CH2:31][C:49]([OH:50])=[O:52])=[O:23])[CH:19]=[C:18]([C:40]3[CH:45]=[CH:44][CH:43]=[CH:42][CH:41]=3)[CH:17]=2)[CH:13]=[CH:14][CH:15]=1. The catalyst class is: 103. Reactant: C(OC([NH:8][CH2:9][C:10]1[CH:11]=[C:12]([C:16]2[N:21]=[C:20]([C:22]([NH:24][C:25]3[CH:30]=[CH:29][CH:28]=[CH:27][C:26]=3[CH2:31]C(OC(C)(C)C)=O)=[O:23])[CH:19]=[C:18](Cl)[CH:17]=2)[CH:13]=[CH:14][CH:15]=1)=O)(C)(C)C.[C:40]1(B(O)O)[CH:45]=[CH:44][CH:43]=[CH:42][CH:41]=1.[C:49](=[O:52])([O-])[O-:50].[Cs+].[Cs+].O1CCOCC1. (6) Reactant: [OH-].[Na+].[Br:3][C:4]1[CH:13]=[CH:12][C:7]([C:8]([O:10]C)=[O:9])=[CH:6][CH:5]=1. Product: [Br:3][C:4]1[CH:13]=[CH:12][C:7]([C:8]([OH:10])=[O:9])=[CH:6][CH:5]=1. The catalyst class is: 1. (7) Reactant: [OH:1][C:2]1[CH:7]=[C:6]([OH:8])[N:5]=[C:4]([SH:9])[N:3]=1.[C:10]([CH2:14][C:15](OC)=[O:16])(=O)[CH2:11][CH3:12]. Product: [CH2:11]([C:10]1[C:7]2[C:6](=[O:8])[NH:5][C:4](=[S:9])[NH:3][C:2]=2[O:1][C:15](=[O:16])[CH:14]=1)[CH3:12]. The catalyst class is: 6.